From a dataset of Full USPTO retrosynthesis dataset with 1.9M reactions from patents (1976-2016). Predict the reactants needed to synthesize the given product. (1) The reactants are: [Br:1][CH:2]([CH3:16])[C:3]([C:5]1[CH:14]=[CH:13][C:12]2[C:7](=[CH:8][CH:9]=[C:10]([Cl:15])[CH:11]=2)[CH:6]=1)=O.[NH:17]1[CH2:21][CH2:20][NH:19][C:18]1=[S:22].CC(O)=O. Given the product [BrH:1].[Cl:15][C:10]1[CH:11]=[C:12]2[C:7](=[CH:8][CH:9]=1)[CH:6]=[C:5]([C:3]1[N:19]3[CH2:20][CH2:21][N:17]=[C:18]3[S:22][C:2]=1[CH3:16])[CH:14]=[CH:13]2, predict the reactants needed to synthesize it. (2) The reactants are: [OH:1][C:2]1[CH:11]=[N:10][CH:9]=[CH:8][C:3]=1[C:4](OC)=[O:5].Cl.[NH2:13][OH:14].[OH-].[Na+].Cl. Given the product [OH:1][C:2]1[CH:11]=[N:10][CH:9]=[CH:8][C:3]=1[C:4]([NH:13][OH:14])=[O:5], predict the reactants needed to synthesize it. (3) Given the product [Cl:19][C:20]1[CH:21]=[C:22]([N+:27]([O-:29])=[O:28])[CH:23]=[CH:24][C:25]=1[O:8][C:4]1[CH:5]=[CH:6][CH:7]=[C:2]([S:1][CH:10]([CH3:11])[CH3:9])[CH:3]=1, predict the reactants needed to synthesize it. The reactants are: [SH:1][C:2]1[CH:3]=[C:4]([OH:8])[CH:5]=[CH:6][CH:7]=1.[CH3:9][C:10](C)([O-])[CH3:11].[Na+].BrC(C)C.[Cl:19][C:20]1[CH:21]=[C:22]([N+:27]([O-:29])=[O:28])[CH:23]=[CH:24][C:25]=1F. (4) Given the product [C:20]1([C:17]([C:11]2[CH:12]=[CH:13][CH:14]=[CH:15][CH:16]=2)([C:18]#[N:19])[C:2]2[CH:7]=[CH:6][C:5]([N+:8]([O-:10])=[O:9])=[CH:4][N:3]=2)[CH:21]=[CH:22][CH:23]=[CH:24][CH:25]=1, predict the reactants needed to synthesize it. The reactants are: Cl[C:2]1[CH:7]=[CH:6][C:5]([N+:8]([O-:10])=[O:9])=[CH:4][N:3]=1.[C:11]1([CH:17]([C:20]2[CH:25]=[CH:24][CH:23]=[CH:22][CH:21]=2)[C:18]#[N:19])[CH:16]=[CH:15][CH:14]=[CH:13][CH:12]=1.[F-].C([N+](CCCC)(CCCC)CCCC)CCC.[OH-].[Na+].